Dataset: Catalyst prediction with 721,799 reactions and 888 catalyst types from USPTO. Task: Predict which catalyst facilitates the given reaction. (1) Reactant: [Br:1][C:2]1[N:7]2[CH:8]=[CH:9][N:10]=[C:6]2[C:5]([NH:11][C:12]2[S:13][C:14]([CH2:17][O:18][Si](C(C)(C)C)(C)C)=[CH:15][N:16]=2)=[N:4][CH:3]=1.CCCC[N+](CCCC)(CCCC)CCCC.[F-]. Product: [Br:1][C:2]1[N:7]2[CH:8]=[CH:9][N:10]=[C:6]2[C:5]([NH:11][C:12]2[S:13][C:14]([CH2:17][OH:18])=[CH:15][N:16]=2)=[N:4][CH:3]=1. The catalyst class is: 1. (2) Reactant: [Cl:1][C:2]1[C:7]2[CH:8]=[N:9][NH:10][C:6]=2[CH:5]=[C:4]([Cl:11])[N:3]=1.[N:12]1([CH2:17][C:18]2[CH:23]=[CH:22][C:21]([CH2:24]O)=[CH:20][CH:19]=2)[CH:16]=[CH:15][CH:14]=[N:13]1.C1(P(C2C=CC=CC=2)C2C=CC=CC=2)C=CC=CC=1.N(/C(OC(C)C)=O)=N\C(OC(C)C)=O. Product: [N:12]1([CH2:17][C:18]2[CH:23]=[CH:22][C:21]([CH2:24][N:10]3[C:6]4[CH:5]=[C:4]([Cl:11])[N:3]=[C:2]([Cl:1])[C:7]=4[CH:8]=[N:9]3)=[CH:20][CH:19]=2)[CH:16]=[CH:15][CH:14]=[N:13]1.[N:12]1([CH2:17][C:18]2[CH:23]=[CH:22][C:21]([CH2:24][N:9]3[CH:8]=[C:7]4[C:2]([Cl:1])=[N:3][C:4]([Cl:11])=[CH:5][C:6]4=[N:10]3)=[CH:20][CH:19]=2)[CH:16]=[CH:15][CH:14]=[N:13]1. The catalyst class is: 1. (3) Reactant: [Cl:1][C:2]1[C:3]2[CH:13]=[CH:12][CH:11]=[CH:10][C:4]=2[S:5][C:6]=1[C:7](O)=[O:8].[H-].[H-].[H-].[H-].[Li+].[Al+3]. Product: [Cl:1][C:2]1[C:3]2[CH:13]=[CH:12][CH:11]=[CH:10][C:4]=2[S:5][C:6]=1[CH2:7][OH:8]. The catalyst class is: 1. (4) Reactant: C(O)(C(F)(F)F)=O.O(C1C=CC(C[N:20]2[CH:35]=[C:23]3[C:24](=[O:34])[N:25]([CH3:33])[C:26]4[N:27]([CH2:28][C:29]([CH3:32])([CH3:31])[N:30]=4)[C:22]3=[N:21]2)=CC=1)C1C=CC=CC=1.C(S(O)(=O)=O)(F)(F)F.O. Product: [CH3:33][N:25]1[C:24](=[O:34])[C:23]2=[CH:35][NH:20][N:21]=[C:22]2[N:27]2[CH2:28][C:29]([CH3:32])([CH3:31])[N:30]=[C:26]12. The catalyst class is: 2. (5) The catalyst class is: 73. Reactant: Br[C:2]1[NH:6][CH:5]=[C:4]([CH:7]=[O:8])[CH:3]=1.[Br:9][C:10]1[CH:15]=[CH:14][CH:13]=[CH:12][C:11]=1B(O)O.C(=O)([O-])[O-].[Na+].[Na+]. Product: [Br:9][C:10]1[CH:15]=[CH:14][CH:13]=[CH:12][C:11]=1[C:2]1[NH:6][CH:5]=[C:4]([CH:7]=[O:8])[CH:3]=1. (6) Reactant: C(OC([N:8]1[CH2:13][CH2:12][C:11]2[N:14]=[C:15]([C:17]3[S:18][C:19]4[C:25]([N:26]5[CH2:31][CH2:30][O:29][CH2:28][CH2:27]5)=[CH:24][CH:23]=[C:22]([O:32][CH3:33])[C:20]=4[N:21]=3)[NH:16][C:10]=2[CH2:9]1)=O)(C)(C)C.[ClH:34]. Product: [ClH:34].[CH3:33][O:32][C:22]1[C:20]2[N:21]=[C:17]([C:15]3[NH:14][C:11]4[CH2:12][CH2:13][NH:8][CH2:9][C:10]=4[N:16]=3)[S:18][C:19]=2[C:25]([N:26]2[CH2:27][CH2:28][O:29][CH2:30][CH2:31]2)=[CH:24][CH:23]=1. The catalyst class is: 5.